The task is: Regression. Given two drug SMILES strings and cell line genomic features, predict the synergy score measuring deviation from expected non-interaction effect.. This data is from Merck oncology drug combination screen with 23,052 pairs across 39 cell lines. (1) Drug 1: CN1C(=O)C=CC2(C)C3CCC4(C)C(NC(=O)OCC(F)(F)F)CCC4C3CCC12. Drug 2: CCN(CC)CCNC(=O)c1c(C)[nH]c(C=C2C(=O)Nc3ccc(F)cc32)c1C. Cell line: CAOV3. Synergy scores: synergy=5.59. (2) Drug 1: CS(=O)(=O)CCNCc1ccc(-c2ccc3ncnc(Nc4ccc(OCc5cccc(F)c5)c(Cl)c4)c3c2)o1. Drug 2: CCc1c2c(nc3ccc(O)cc13)-c1cc3c(c(=O)n1C2)COC(=O)C3(O)CC. Cell line: A2058. Synergy scores: synergy=22.2. (3) Drug 1: CN1C(=O)C=CC2(C)C3CCC4(C)C(NC(=O)OCC(F)(F)F)CCC4C3CCC12. Drug 2: Cn1cc(-c2cnn3c(N)c(Br)c(C4CCCNC4)nc23)cn1. Cell line: A375. Synergy scores: synergy=10.8. (4) Drug 1: N.N.O=C(O)C1(C(=O)O)CCC1.[Pt]. Drug 2: N#Cc1ccc(Cn2cncc2CN2CCN(c3cccc(Cl)c3)C(=O)C2)cc1. Cell line: LOVO. Synergy scores: synergy=2.89. (5) Drug 1: CC(=O)OC1C(=O)C2(C)C(O)CC3OCC3(OC(C)=O)C2C(OC(=O)c2ccccc2)C2(O)CC(OC(=O)C(O)C(NC(=O)c3ccccc3)c3ccccc3)C(C)=C1C2(C)C. Drug 2: C#Cc1cccc(Nc2ncnc3cc(OCCOC)c(OCCOC)cc23)c1. Cell line: LNCAP. Synergy scores: synergy=-45.2. (6) Drug 1: C=CCn1c(=O)c2cnc(Nc3ccc(N4CCN(C)CC4)cc3)nc2n1-c1cccc(C(C)(C)O)n1. Drug 2: O=C(NOCC(O)CO)c1ccc(F)c(F)c1Nc1ccc(I)cc1F. Cell line: NCIH1650. Synergy scores: synergy=19.1. (7) Cell line: SW620. Synergy scores: synergy=6.14. Drug 1: O=C(NOCC(O)CO)c1ccc(F)c(F)c1Nc1ccc(I)cc1F. Drug 2: NC1CCCCC1N.O=C(O)C(=O)O.[Pt+2]. (8) Drug 1: O=C(NOCC(O)CO)c1ccc(F)c(F)c1Nc1ccc(I)cc1F. Drug 2: CCC1(O)C(=O)OCc2c1cc1n(c2=O)Cc2cc3c(CN(C)C)c(O)ccc3nc2-1. Cell line: LOVO. Synergy scores: synergy=15.8. (9) Drug 1: Nc1ccn(C2OC(CO)C(O)C2(F)F)c(=O)n1. Drug 2: Cn1cc(-c2cnn3c(N)c(Br)c(C4CCCNC4)nc23)cn1. Cell line: COLO320DM. Synergy scores: synergy=44.8.